Task: Predict the reactants needed to synthesize the given product.. Dataset: Full USPTO retrosynthesis dataset with 1.9M reactions from patents (1976-2016) (1) Given the product [CH3:1][N:2]1[CH2:7][CH2:6][N:5]([CH2:8][C:9]2[CH:14]=[CH:13][C:12]([NH2:15])=[CH:11][C:10]=2[C:18]([F:21])([F:19])[F:20])[CH2:4][CH2:3]1, predict the reactants needed to synthesize it. The reactants are: [CH3:1][N:2]1[CH2:7][CH2:6][N:5]([CH2:8][C:9]2[CH:14]=[CH:13][C:12]([N+:15]([O-])=O)=[CH:11][C:10]=2[C:18]([F:21])([F:20])[F:19])[CH2:4][CH2:3]1.[Na]. (2) Given the product [F:11][C:10]1[C:9]([C:12]2[CH:17]=[CH:16][CH:15]=[CH:14][CH:13]=2)=[C:8]([CH3:18])[C:7]([C:19]#[N:20])=[C:5]2[C:4]=1[O:3][C:2]([N:30]1[CH2:35][CH2:34][CH2:33][CH2:32][CH2:31]1)=[N:6]2, predict the reactants needed to synthesize it. The reactants are: Cl[C:2]1[O:3][C:4]2[C:5](=[C:7]([C:19]#[N:20])[C:8]([CH3:18])=[C:9]([C:12]3[CH:17]=[CH:16][CH:15]=[CH:14][CH:13]=3)[C:10]=2[F:11])[N:6]=1.C(N(C(C)C)CC)(C)C.[NH:30]1[CH2:35][CH2:34][CH2:33][CH2:32][CH2:31]1.